Dataset: Reaction yield outcomes from USPTO patents with 853,638 reactions. Task: Predict the reaction yield, written as a fraction of the theoretical maximum amount of product (1.0 means a 100% yield; for example, 0.34 means a 34% yield). (1) The reactants are C([O:8][C:9]1[C:10](=[O:24])[CH:11]=[C:12]([CH2:16][NH:17][C@@H:18]([CH3:23])[C:19]([NH:21][CH3:22])=[O:20])[N:13]([CH3:15])[CH:14]=1)C1C=CC=CC=1.[H][H]. The catalyst is CO.[Pd]. The product is [OH:8][C:9]1[C:10](=[O:24])[CH:11]=[C:12]([CH2:16][NH:17][C@@H:18]([CH3:23])[C:19]([NH:21][CH3:22])=[O:20])[N:13]([CH3:15])[CH:14]=1. The yield is 0.960. (2) The reactants are [Cl:1][C:2]1[CH:7]=[CH:6][C:5]([C:8]2[C:9]3[C:25]([CH3:26])=[C:24]([CH3:27])[S:23][C:10]=3[C:11]3[C:21]([CH3:22])=[N:20][O:19][C:12]=3[C@H:13]([CH2:15][C:16]([NH2:18])=O)[N:14]=2)=[CH:4][CH:3]=1.COC1C=CC(P2(SP(C3C=CC(OC)=CC=3)(=S)S2)=[S:37])=CC=1. The catalyst is C1COCC1. The product is [Cl:1][C:2]1[CH:7]=[CH:6][C:5]([C:8]2[C:9]3[C:25]([CH3:26])=[C:24]([CH3:27])[S:23][C:10]=3[C:11]3[C:21]([CH3:22])=[N:20][O:19][C:12]=3[C@H:13]([CH2:15][C:16](=[S:37])[NH2:18])[N:14]=2)=[CH:4][CH:3]=1. The yield is 0.640. (3) The reactants are [CH:1]1([C:4]2[N:5]=[CH:6][N:7]([C:9]3[CH:14]=[CH:13][N:12]=[C:11]([C:15]([NH:17][C:18]4[CH:22]=[C:21]([C:23]([NH:25][NH2:26])=O)[S:20][CH:19]=4)=[O:16])[CH:10]=3)[CH:8]=2)[CH2:3][CH2:2]1.[CH3:27][CH:28]([CH3:32])[C@@H:29]([NH2:31])[CH3:30].[C:33](O)(=O)C. The catalyst is C1(C)C=CC=CC=1. The product is [CH:1]1([C:4]2[N:5]=[CH:6][N:7]([C:9]3[CH:14]=[CH:13][N:12]=[C:11]([C:15]([NH:17][C:18]4[CH:22]=[C:21]([C:23]5[N:31]([C@H:29]([CH:28]([CH3:32])[CH3:27])[CH3:30])[CH:33]=[N:26][N:25]=5)[S:20][CH:19]=4)=[O:16])[CH:10]=3)[CH:8]=2)[CH2:3][CH2:2]1. The yield is 0.420. (4) The reactants are [C:1]([O:5][C:6](=[O:22])[N:7]([CH2:11][CH2:12][C:13]1[CH:18]=[CH:17][C:16]([Cl:19])=[C:15]([CH:20]=O)[CH:14]=1)[CH:8]1[CH2:10][CH2:9]1)([CH3:4])([CH3:3])[CH3:2].[CH:23]1([NH2:26])[CH2:25][CH2:24]1.[BH4-].[Na+]. The catalyst is CO. The product is [C:1]([O:5][C:6](=[O:22])[N:7]([CH2:11][CH2:12][C:13]1[CH:18]=[CH:17][C:16]([Cl:19])=[C:15]([CH2:20][NH:26][CH:23]2[CH2:25][CH2:24]2)[CH:14]=1)[CH:8]1[CH2:10][CH2:9]1)([CH3:4])([CH3:3])[CH3:2]. The yield is 0.590. (5) The reactants are Br[C:2]1[CH:15]=[CH:14][CH:13]=[C:12]([F:16])[C:3]=1[O:4][Si:5]([C:8]([CH3:11])([CH3:10])[CH3:9])([CH3:7])[CH3:6].[Br-].[CH:18]1([Zn+])[CH2:21][CH2:20][CH2:19]1. The catalyst is CC(C)([P](C(C)(C)C)([Pd][P](C(C)(C)C)(C(C)(C)C)C(C)(C)C)C(C)(C)C)C.C1COCC1. The product is [CH:18]1([C:2]2[CH:15]=[CH:14][CH:13]=[C:12]([F:16])[C:3]=2[O:4][Si:5]([C:8]([CH3:11])([CH3:10])[CH3:9])([CH3:7])[CH3:6])[CH2:21][CH2:20][CH2:19]1. The yield is 0.980. (6) The reactants are [CH3:1][O:2][C:3]1[N:8]=[C:7]([NH2:9])[CH:6]=[CH:5][CH:4]=1.[N+:10]([C:12]1[CH:21]=[CH:20][C:15]2[O:16][CH2:17][CH2:18][O:19][C:14]=2[CH:13]=1)#[C-:11].[F:22][C:23]1[CH:24]=[N:25][CH:26]=[C:27]([F:31])[C:28]=1[CH:29]=O. The catalyst is O1CCOCC1.[Cl-].[Zn+2].[Cl-]. The product is [F:22][C:23]1[CH:24]=[N:25][CH:26]=[C:27]([F:31])[C:28]=1[C:29]1[N:9]=[C:7]2[CH:6]=[CH:5][CH:4]=[C:3]([O:2][CH3:1])[N:8]2[C:11]=1[NH:10][C:12]1[CH:21]=[CH:20][C:15]2[O:16][CH2:17][CH2:18][O:19][C:14]=2[CH:13]=1. The yield is 0.290. (7) The reactants are [Cl:1][C:2]1[CH:3]=[C:4]([CH:7]=[C:8]([OH:10])[CH:9]=1)[CH:5]=[O:6].C(=O)([O-])[O-].[K+].[K+].CS(O[CH2:22][CH2:23][F:24])(=O)=O. The catalyst is CN(C=O)C. The product is [Cl:1][C:2]1[CH:3]=[C:4]([CH:7]=[C:8]([O:10][CH2:22][CH2:23][F:24])[CH:9]=1)[CH:5]=[O:6]. The yield is 0.710. (8) The yield is 0.640. The product is [Cl:19][C:15]1[C:16]([F:18])=[CH:17][C:12]([CH:10]([O:9][C:4]2[C:5]([NH2:8])=[N:6][CH:7]=[C:2]([C:30]3[CH:29]=[CH:28][C:27]([N:40]4[CH2:41][CH2:42][N:43]([CH3:46])[CH2:44][CH2:45]4)=[CH:26][C:25]=3[O:24][CH3:23])[CH:3]=2)[CH3:11])=[C:13]([N:20]([CH3:22])[CH3:21])[CH:14]=1. No catalyst specified. The reactants are Br[C:2]1[CH:3]=[C:4]([O:9][CH:10]([C:12]2[CH:17]=[C:16]([F:18])[C:15]([Cl:19])=[CH:14][C:13]=2[N:20]([CH3:22])[CH3:21])[CH3:11])[C:5]([NH2:8])=[N:6][CH:7]=1.[CH3:23][O:24][C:25]1[CH:26]=[C:27]([N:40]2[CH2:45][CH2:44][N:43]([CH3:46])[CH2:42][CH2:41]2)[CH:28]=[CH:29][C:30]=1B1OC(C)(C)C(C)(C)O1. (9) The reactants are [CH3:1][C:2]1[CH:11]=[CH:10][C:9]2[C:4](=[CH:5][CH:6]=[CH:7][C:8]=2[N:12]2[CH2:17][CH2:16][NH:15][C@H:14]([CH3:18])[CH2:13]2)[N:3]=1.[Cl:19][CH2:20][CH2:21][C:22]1[CH:23]=[C:24](F)[C:25]2[O:30][CH2:29][C:28](=[O:31])[NH:27][C:26]=2[CH:32]=1. No catalyst specified. The product is [ClH:19].[CH3:18][C@@H:14]1[CH2:13][N:12]([C:8]2[CH:7]=[CH:6][CH:5]=[C:4]3[C:9]=2[CH:10]=[CH:11][C:2]([CH3:1])=[N:3]3)[CH2:17][CH2:16][N:15]1[CH2:20][CH2:21][C:22]1[CH:23]=[CH:24][C:25]2[O:30][CH2:29][C:28](=[O:31])[NH:27][C:26]=2[CH:32]=1. The yield is 0.180. (10) The reactants are Br[CH:2]1[CH2:11][CH2:10][C:9]2[C:8]([O:12][CH2:13][C:14]([O:16]CC)=[O:15])=[CH:7][CH:6]=[CH:5][C:4]=2[C:3]1=O.[C:20]1([CH:26]([C:31]2[CH:36]=[CH:35][CH:34]=[CH:33][CH:32]=2)[NH:27][C:28]([NH2:30])=[S:29])[CH:25]=[CH:24][CH:23]=[CH:22][CH:21]=1.C(N(CC)CC)C.[OH-].[Na+]. The catalyst is O.O1CCCC1.CO.C(O)C. The product is [C:20]1([CH:26]([NH:27][C:28]2[S:29][C:2]3[CH2:11][CH2:10][C:9]4[C:4](=[CH:5][CH:6]=[CH:7][C:8]=4[O:12][CH2:13][C:14]([OH:16])=[O:15])[C:3]=3[N:30]=2)[C:31]2[CH:32]=[CH:33][CH:34]=[CH:35][CH:36]=2)[CH:21]=[CH:22][CH:23]=[CH:24][CH:25]=1. The yield is 0.330.